This data is from Full USPTO retrosynthesis dataset with 1.9M reactions from patents (1976-2016). The task is: Predict the reactants needed to synthesize the given product. (1) Given the product [C:1]([N:4]([C:5]1[CH:6]=[C:7]2[C:11](=[CH:12][CH:13]=1)[N:10]([C:14]([O:16][C:17]([CH3:18])([CH3:19])[CH3:20])=[O:15])[C:9]([C:21]([O:23][CH2:24][CH3:25])=[O:22])=[CH:8]2)[CH3:28])(=[O:3])[CH3:2], predict the reactants needed to synthesize it. The reactants are: [C:1]([NH:4][C:5]1[CH:6]=[C:7]2[C:11](=[CH:12][CH:13]=1)[N:10]([C:14]([O:16][C:17]([CH3:20])([CH3:19])[CH3:18])=[O:15])[C:9]([C:21]([O:23][CH2:24][CH3:25])=[O:22])=[CH:8]2)(=[O:3])[CH3:2].[H-].[Na+].[CH3:28]I. (2) Given the product [Br:15][C:16]1[CH:17]=[N:18][C:19]([S:22][C:23]2[CH:24]=[CH:25][C:26]([NH:29][C:9]([NH:8][C:6](=[O:7])[C:5]3[CH:11]=[CH:12][CH:13]=[CH:14][C:4]=3[N+:1]([O-:3])=[O:2])=[O:10])=[CH:27][CH:28]=2)=[N:20][CH:21]=1, predict the reactants needed to synthesize it. The reactants are: [N+:1]([C:4]1[CH:14]=[CH:13][CH:12]=[CH:11][C:5]=1[C:6]([N:8]=[C:9]=[O:10])=[O:7])([O-:3])=[O:2].[Br:15][C:16]1[CH:17]=[N:18][C:19]([S:22][C:23]2[CH:28]=[CH:27][C:26]([NH2:29])=[CH:25][CH:24]=2)=[N:20][CH:21]=1. (3) Given the product [F:1][CH:2]([F:23])[C:3]1[C:12]([O:13][C@H:14]2[CH2:19][CH2:18][C@@H:17]([CH3:20])[CH2:16][CH2:15]2)=[CH:11][CH:10]=[C:9]2[C:4]=1[CH:5]=[CH:6][C:7]([CH2:21][N:31]1[CH2:32][CH2:33][CH:28]([C:26]([OH:25])=[O:27])[CH2:29][CH2:30]1)=[CH:8]2, predict the reactants needed to synthesize it. The reactants are: [F:1][CH:2]([F:23])[C:3]1[C:12]([O:13][C@H:14]2[CH2:19][CH2:18][C@@H:17]([CH3:20])[CH2:16][CH2:15]2)=[CH:11][CH:10]=[C:9]2[C:4]=1[CH:5]=[CH:6][C:7]([CH:21]=O)=[CH:8]2.C[O:25][C:26]([CH:28]1[CH2:33][CH2:32][NH:31][CH2:30][CH2:29]1)=[O:27].C(O[BH-](OC(=O)C)OC(=O)C)(=O)C.[Na+].C(O)(=O)C.[OH-].[Na+]. (4) Given the product [CH2:1]([O:4][C:5]1[C:6]([Cl:25])=[CH:7][C:8]([C:9]([NH:11][C@H:12]([C:18]([CH3:19])([CH3:20])[CH3:21])[CH2:13][S:14]([OH:17])(=[O:16])=[O:15])=[O:10])=[CH:22][C:23]=1[Cl:24])[CH:2]=[CH2:3], predict the reactants needed to synthesize it. The reactants are: [CH2:1]([O:4][C:5]1[C:23]([Cl:24])=[CH:22][C:8]([C:9]([NH:11][C@@H:12]([C:18]([CH3:21])([CH3:20])[CH3:19])[CH2:13][S:14]([OH:17])(=[O:16])=[O:15])=[O:10])=[CH:7][C:6]=1[Cl:25])[CH:2]=[CH2:3].NC(CC)CO.C(O)=O. (5) Given the product [CH3:41][O:40][CH2:44][NH:34][C:3]([C:5]1[CH:6]=[C:7]2[C:12](=[CH:13][CH:14]=1)[N:11]=[CH:10][N:9]=[C:8]2[NH:15][C:16]1[CH:21]=[CH:20][C:19]([O:22][CH2:23][C:24]2[CH:29]=[CH:28][CH:27]=[C:26]([F:30])[CH:25]=2)=[C:18]([Cl:31])[CH:17]=1)=[O:4], predict the reactants needed to synthesize it. The reactants are: CO[C:3]([C:5]1[CH:6]=[C:7]2[C:12](=[CH:13][CH:14]=1)[N:11]=[CH:10][N:9]=[C:8]2[NH:15][C:16]1[CH:21]=[CH:20][C:19]([O:22][CH2:23][C:24]2[CH:29]=[CH:28][CH:27]=[C:26]([F:30])[CH:25]=2)=[C:18]([Cl:31])[CH:17]=1)=[O:4].Cl.C[NH:34]OC.[Cl-].[NH4+].O.[O:40]1[CH2:44]CC[CH2:41]1.